This data is from Forward reaction prediction with 1.9M reactions from USPTO patents (1976-2016). The task is: Predict the product of the given reaction. (1) Given the reactants [F:1][C:2]1[CH:7]=[C:6](I)[C:5]([CH3:9])=[CH:4][N:3]=1.[Cl:10][C:11]1[CH:16]=[CH:15][C:14](B(O)O)=[CH:13][CH:12]=1.C(=O)([O-])[O-].[Na+].[Na+], predict the reaction product. The product is: [Cl:10][C:11]1[CH:16]=[CH:15][C:14]([C:6]2[C:5]([CH3:9])=[CH:4][N:3]=[C:2]([F:1])[CH:7]=2)=[CH:13][CH:12]=1. (2) Given the reactants [Cl:1][C:2]1[CH:31]=[C:30]([Cl:32])[CH:29]=[CH:28][C:3]=1[O:4][C:5]1[CH:10]=[CH:9][CH:8]=[CH:7][C:6]=1[NH:11][S:12]([C:15]1[CH:27]=[CH:26][C:18]([C:19]([NH:21][CH2:22][C:23]([OH:25])=O)=[O:20])=[CH:17][CH:16]=1)(=[O:14])=[O:13].[N:33]1([CH:39]2[CH2:44][CH2:43][CH:42]([NH2:45])[CH2:41][CH2:40]2)[CH2:38][CH2:37][CH2:36][CH2:35][CH2:34]1, predict the reaction product. The product is: [Cl:1][C:2]1[CH:31]=[C:30]([Cl:32])[CH:29]=[CH:28][C:3]=1[O:4][C:5]1[CH:10]=[CH:9][CH:8]=[CH:7][C:6]=1[NH:11][S:12]([C:15]1[CH:16]=[CH:17][C:18]([C:19]([NH:21][CH2:22][C:23](=[O:25])[NH:45][CH:42]2[CH2:41][CH2:40][CH:39]([N:33]3[CH2:38][CH2:37][CH2:36][CH2:35][CH2:34]3)[CH2:44][CH2:43]2)=[O:20])=[CH:26][CH:27]=1)(=[O:14])=[O:13]. (3) Given the reactants Br[C:2]1[N:7]=[C:6]([C:8]([O:10][CH3:11])=[O:9])[CH:5]=[CH:4][C:3]=1[F:12].C([Si]([O:20][C:21]1[CH:26]=[C:25]([F:27])[C:24](B2OC(C)(C)C(C)(C)O2)=[C:23]([F:37])[CH:22]=1)(C)C)(C)(C)C, predict the reaction product. The product is: [F:27][C:25]1[CH:26]=[C:21]([OH:20])[CH:22]=[C:23]([F:37])[C:24]=1[C:2]1[N:7]=[C:6]([C:8]([O:10][CH3:11])=[O:9])[CH:5]=[CH:4][C:3]=1[F:12]. (4) Given the reactants [I-].[C:2]([O:6][C:7](=[O:38])[CH2:8][C@H:9]([NH:30][C:31]([O:33][C:34]([CH3:37])([CH3:36])[CH3:35])=[O:32])[CH2:10][P+](C1C=CC=CC=1)(C1C=CC=CC=1)C1C=CC=CC=1)([CH3:5])([CH3:4])[CH3:3].[CH3:39][C:40]1[CH:47]=[CH:46][C:45]([N+:48]([O-:50])=[O:49])=[CH:44][C:41]=1[CH:42]=O.C(Cl)Cl.CC(C)([O-])C.[K+], predict the reaction product. The product is: [C:34]([O:33][C:31]([NH:30][C@H:9]([CH:10]=[CH:42][C:41]1[CH:44]=[C:45]([N+:48]([O-:50])=[O:49])[CH:46]=[CH:47][C:40]=1[CH3:39])[CH2:8][C:7]([O:6][C:2]([CH3:5])([CH3:4])[CH3:3])=[O:38])=[O:32])([CH3:37])([CH3:36])[CH3:35]. (5) Given the reactants [NH2:1][C@@H:2]([CH2:5][CH:6]([CH3:8])[CH3:7])[CH2:3][OH:4].[CH2:9]1COCC1, predict the reaction product. The product is: [CH3:9][O:4][CH2:3][C@@H:2]([NH2:1])[CH2:5][CH:6]([CH3:8])[CH3:7]. (6) Given the reactants [N+:1]([C:4]1[CH:5]=[C:6]([CH:16]=[CH:17][CH:18]=1)[CH2:7][CH2:8][NH:9][C:10](=[O:15])[C:11]([F:14])([F:13])[F:12])([O-])=O, predict the reaction product. The product is: [NH2:1][C:4]1[CH:5]=[C:6]([CH:16]=[CH:17][CH:18]=1)[CH2:7][CH2:8][NH:9][C:10](=[O:15])[C:11]([F:12])([F:13])[F:14]. (7) Given the reactants [B-](F)(F)(F)F.[B-](F)(F)(F)F.C1[N+]2(CCl)CC[N+]([F:21])(CC2)C1.[Cl:22][CH2:23][C:24]1[CH:29]=[C:28]([N:30]2[CH2:35][CH2:34][O:33][CH2:32][CH2:31]2)[N:27]=[C:26]([C:36]2[CH:41]=[CH:40][CH:39]=[CH:38][N:37]=2)[N:25]=1.C(=O)([O-])O.[Na+], predict the reaction product. The product is: [Cl:22][CH2:23][C:24]1[C:29]([F:21])=[C:28]([N:30]2[CH2:35][CH2:34][O:33][CH2:32][CH2:31]2)[N:27]=[C:26]([C:36]2[CH:41]=[CH:40][CH:39]=[CH:38][N:37]=2)[N:25]=1.